From a dataset of Full USPTO retrosynthesis dataset with 1.9M reactions from patents (1976-2016). Predict the reactants needed to synthesize the given product. Given the product [NH2:25][C:22]1[CH:23]=[CH:24][C:19]([CH2:18][CH2:17][NH:16][C:2]2[C:11]3[C:6](=[CH:7][C:8]([O:14][CH3:15])=[C:9]([O:12][CH3:13])[CH:10]=3)[N:5]=[CH:4][N:3]=2)=[CH:20][CH:21]=1, predict the reactants needed to synthesize it. The reactants are: Cl[C:2]1[C:11]2[C:6](=[CH:7][C:8]([O:14][CH3:15])=[C:9]([O:12][CH3:13])[CH:10]=2)[N:5]=[CH:4][N:3]=1.[NH2:16][CH2:17][CH2:18][C:19]1[CH:24]=[CH:23][C:22]([NH2:25])=[CH:21][CH:20]=1.